Regression. Given a peptide amino acid sequence and an MHC pseudo amino acid sequence, predict their binding affinity value. This is MHC class I binding data. From a dataset of Peptide-MHC class I binding affinity with 185,985 pairs from IEDB/IMGT. The peptide sequence is FTLSFGNST. The MHC is HLA-A11:01 with pseudo-sequence HLA-A11:01. The binding affinity (normalized) is 0.0847.